Dataset: Reaction yield outcomes from USPTO patents with 853,638 reactions. Task: Predict the reaction yield, written as a fraction of the theoretical maximum amount of product (1.0 means a 100% yield; for example, 0.34 means a 34% yield). (1) The reactants are [CH3:1][C@@H:2]1[NH:8][CH2:7][C:6]2[CH:9]=[CH:10][C:11]([C:13]([O:15][CH3:16])=[O:14])=[CH:12][C:5]=2[O:4][CH2:3]1.CCN(CC)CC.[CH3:24][O:25][C:26]1[CH:31]=[CH:30][C:29]([S:32](Cl)(=[O:34])=[O:33])=[CH:28][CH:27]=1. The catalyst is C(Cl)Cl.CN(C)C1C=CN=CC=1. The product is [CH3:24][O:25][C:26]1[CH:27]=[CH:28][C:29]([S:32]([N:8]2[CH2:7][C:6]3[CH:9]=[CH:10][C:11]([C:13]([O:15][CH3:16])=[O:14])=[CH:12][C:5]=3[O:4][CH2:3][C@@H:2]2[CH3:1])(=[O:34])=[O:33])=[CH:30][CH:31]=1. The yield is 0.510. (2) The reactants are [N:1]1([CH2:7][C:8]2[S:27][C:11]3[N:12]([C:21]4[CH:26]=[CH:25][CH:24]=[CH:23][CH:22]=4)[N:13]=[C:14]([C:17]([O:19]C)=O)[C:15](=[O:16])[C:10]=3[CH:9]=2)[CH2:6][CH2:5][O:4][CH2:3][CH2:2]1.[Cl:28][C:29]1[CH:36]=[CH:35][C:32]([CH2:33][NH2:34])=[CH:31][CH:30]=1. No catalyst specified. The product is [Cl:28][C:29]1[CH:36]=[CH:35][C:32]([CH2:33][NH:34][C:17]([C:14]2[C:15](=[O:16])[C:10]3[CH:9]=[C:8]([CH2:7][N:1]4[CH2:2][CH2:3][O:4][CH2:5][CH2:6]4)[S:27][C:11]=3[N:12]([C:21]3[CH:22]=[CH:23][CH:24]=[CH:25][CH:26]=3)[N:13]=2)=[O:19])=[CH:31][CH:30]=1. The yield is 0.650. (3) The reactants are [O:1]1[CH2:6][C:5](=O)[NH:4][C:3]2[N:8]=[CH:9][CH:10]=[CH:11][C:2]1=2.[H-].[H-].[H-].[H-].[Li+].[Al+3]. The catalyst is C1COCC1. The product is [O:1]1[CH2:6][CH2:5][NH:4][C:3]2[N:8]=[CH:9][CH:10]=[CH:11][C:2]1=2. The yield is 0.790. (4) The yield is 0.700. The product is [OH:8][C:9]1[C:10](=[O:16])[CH:11]=[C:12]([CH3:15])[NH:13][CH:14]=1. The reactants are C([O:8][C:9]1[C:10](=[O:16])[CH:11]=[C:12]([CH3:15])[NH:13][CH:14]=1)C1C=CC=CC=1. The catalyst is CO.O.[Pd]. (5) The reactants are [CH3:1][O:2][C:3]([NH:5][C@@H:6]([CH:10]([CH3:12])[CH3:11])[C:7](O)=[O:8])=[O:4].CN(C(ON1N=NC2C=CC=NC1=2)=[N+](C)C)C.F[P-](F)(F)(F)(F)F.CCN(C(C)C)C(C)C.Cl.[I:47][C:48]1[NH:52][C:51]([C@@H:53]2[CH2:57][CH2:56][CH2:55][NH:54]2)=[N:50][CH:49]=1. The catalyst is CN(C=O)C.O.CCOC(C)=O. The product is [I:47][C:48]1[NH:52][C:51]([C@@H:53]2[CH2:57][CH2:56][CH2:55][N:54]2[C:7]([C@@H:6]([NH:5][C:3](=[O:4])[O:2][CH3:1])[CH:10]([CH3:12])[CH3:11])=[O:8])=[N:50][CH:49]=1. The yield is 0.350.